This data is from Full USPTO retrosynthesis dataset with 1.9M reactions from patents (1976-2016). The task is: Predict the reactants needed to synthesize the given product. (1) Given the product [CH:49]([C:48]1[CH:51]=[CH:52][C:45]([O:42][C:41](=[O:43])[CH:36]([NH:35][C:33]([O:32][C:28]([CH3:30])([CH3:29])[CH3:31])=[O:34])[CH2:37][CH:38]([CH3:39])[CH3:40])=[CH:46][CH:47]=1)=[O:50], predict the reactants needed to synthesize it. The reactants are: F[P-](F)(F)(F)(F)F.N1(O[P+](N(C)C)(N(C)C)N(C)C)C2C=CC=CC=2N=N1.[C:28]([O:32][C:33]([NH:35][C@H:36]([C:41]([OH:43])=[O:42])[CH2:37][CH:38]([CH3:40])[CH3:39])=[O:34])([CH3:31])([CH3:30])[CH3:29].O[C:45]1[CH:52]=[CH:51][C:48]([CH:49]=[O:50])=[CH:47][CH:46]=1.C(N(CC)C(C)C)(C)C. (2) Given the product [CH2:18]([C:20]1[CH:21]=[CH:22][C:23]([C:26]2[S:30][C:29]([CH3:31])=[N:28][C:27]=2[C:32]([N:3]2[CH2:4][C@@H:5]3[C@@H:1]([CH2:6]3)[C@H:2]2[CH2:7][NH:8][C:9](=[O:17])[C:10]2[CH:15]=[CH:14][C:13]([F:16])=[CH:12][CH:11]=2)=[O:33])=[CH:24][CH:25]=1)[CH3:19], predict the reactants needed to synthesize it. The reactants are: [C@@H:1]12[CH2:6][C@@H:5]1[CH2:4][NH:3][C@@H:2]2[CH2:7][NH:8][C:9](=[O:17])[C:10]1[CH:15]=[CH:14][C:13]([F:16])=[CH:12][CH:11]=1.[CH2:18]([C:20]1[CH:25]=[CH:24][C:23]([C:26]2[S:30][C:29]([CH3:31])=[N:28][C:27]=2[C:32](O)=[O:33])=[CH:22][CH:21]=1)[CH3:19]. (3) Given the product [F:31][C:28]1[CH:27]=[CH:26][C:25]([N:8]2[CH2:9][CH2:10][C:11]3[C:16](=[CH:15][CH:14]=[C:13]([O:17][CH2:18][C:19]4[CH:20]=[CH:21][CH:22]=[CH:23][CH:24]=4)[CH:12]=3)[CH:7]2[CH2:6][C:5]2[CH:4]=[CH:3][C:2]([C:45]3[CH:46]=[CH:47][N:42]=[CH:43][CH:44]=3)=[CH:33][CH:32]=2)=[CH:30][CH:29]=1, predict the reactants needed to synthesize it. The reactants are: Br[C:2]1[CH:33]=[CH:32][C:5]([CH2:6][CH:7]2[C:16]3[C:11](=[CH:12][C:13]([O:17][CH2:18][C:19]4[CH:24]=[CH:23][CH:22]=[CH:21][CH:20]=4)=[CH:14][CH:15]=3)[CH2:10][CH2:9][N:8]2[C:25]2[CH:30]=[CH:29][C:28]([F:31])=[CH:27][CH:26]=2)=[CH:4][CH:3]=1.P([O-])([O-])([O-])=O.[K+].[K+].[K+].[N:42]1[CH:47]=[CH:46][C:45](B(O)O)=[CH:44][CH:43]=1. (4) The reactants are: [OH:1][C:2]1[C:11]2[C:6](=[CH:7][CH:8]=[CH:9][CH:10]=2)[N:5]([NH:12][CH2:13][CH2:14][CH:15]([CH3:17])[CH3:16])[C:4](=[O:18])[C:3]=1[C:19]1[NH:24][C:23]2[CH:25]=[CH:26][C:27]([OH:29])=[CH:28][C:22]=2[S:21](=[O:31])(=[O:30])[N:20]=1.C(=O)([O-])[O-].[Cs+].[Cs+].Br[CH2:39][C:40]([NH2:42])=[O:41]. Given the product [OH:1][C:2]1[C:11]2[C:6](=[CH:7][CH:8]=[CH:9][CH:10]=2)[N:5]([NH:12][CH2:13][CH2:14][CH:15]([CH3:17])[CH3:16])[C:4](=[O:18])[C:3]=1[C:19]1[NH:24][C:23]2[CH:25]=[CH:26][C:27]([O:29][CH2:39][C:40]([NH2:42])=[O:41])=[CH:28][C:22]=2[S:21](=[O:30])(=[O:31])[N:20]=1, predict the reactants needed to synthesize it. (5) Given the product [O:26]1[CH2:27][CH2:28][N:23]([C:5]2[C:6]3[N:7]([CH:8]=[C:9](/[CH:11]=[CH:12]/[C:13]4[CH:22]=[CH:21][C:20]5[C:15](=[CH:16][CH:17]=[CH:18][CH:19]=5)[N:14]=4)[N:10]=3)[C:2]([C:37]3[CH:38]=[CH:39][C:40]([C:43]#[N:44])=[N:41][CH:42]=3)=[CH:3][N:4]=2)[CH2:24][CH2:25]1, predict the reactants needed to synthesize it. The reactants are: Br[C:2]1[N:7]2[CH:8]=[C:9](/[CH:11]=[CH:12]/[C:13]3[CH:22]=[CH:21][C:20]4[C:15](=[CH:16][CH:17]=[CH:18][CH:19]=4)[N:14]=3)[N:10]=[C:6]2[C:5]([N:23]2[CH2:28][CH2:27][O:26][CH2:25][CH2:24]2)=[N:4][CH:3]=1.CC1(C)C(C)(C)OB([C:37]2[CH:38]=[CH:39][C:40]([C:43]#[N:44])=[N:41][CH:42]=2)O1. (6) Given the product [CH3:1][O:2][CH2:3][C:4]1[CH:8]=[C:7]([CH2:9][O:10][CH3:11])[N:6]([CH2:12][CH2:13][N:14]([CH2:21][CH2:22][N:23]2[C:27]([CH2:28][O:29][CH3:30])=[CH:26][C:25]([CH2:31][O:32][CH3:33])=[N:24]2)[CH2:15][CH2:16][OH:17])[N:5]=1, predict the reactants needed to synthesize it. The reactants are: [CH3:1][O:2][CH2:3][C:4]1[CH:8]=[C:7]([CH2:9][O:10][CH3:11])[N:6]([CH2:12][CH2:13][N:14]([CH2:21][CH2:22][N:23]2[C:27]([CH2:28][O:29][CH3:30])=[CH:26][C:25]([CH2:31][O:32][CH3:33])=[N:24]2)[CH2:15][C:16](OCC)=[O:17])[N:5]=1.[H-].[H-].[H-].[H-].[Li+].[Al+3]. (7) Given the product [Cl:1][C:2]1[CH:3]=[C:4]2[C:12](=[CH:13][C:14]=1[Cl:15])[NH:11][C:10]1[C:9]([C:31]([F:36])([F:37])[C:32]([F:33])([F:34])[F:35])([OH:26])[CH2:8][CH2:7][CH2:6][C:5]2=1, predict the reactants needed to synthesize it. The reactants are: [Cl:1][C:2]1[CH:3]=[C:4]2[C:12](=[CH:13][C:14]=1[Cl:15])[N:11](S(C1C=CC(C)=CC=1)(=O)=O)[C:10]1[C:9]([C:31]([F:37])([F:36])[C:32]([F:35])([F:34])[F:33])([O:26][Si](C)(C)C)[CH2:8][CH2:7][CH2:6][C:5]2=1.[OH-].[K+]. (8) Given the product [Cl:1][C:2]1[N:7]=[CH:6][C:5]2[C@:8]3([C@H:34]([CH2:35][C:36]([CH3:39])([CH3:37])[CH3:38])[N:17]4[C@H:18]([CH3:33])[N:19]([C:22]5[CH:30]=[CH:29][C:25]([C:26]([NH2:28])=[O:27])=[CH:24][C:23]=5[O:31][CH3:32])[C:20](=[O:21])[C@H:16]4[C@@H:15]3[C:40]3[CH:45]=[CH:44][CH:43]=[C:42]([Cl:46])[C:41]=3[F:47])[C:9](=[O:14])[NH:10][C:4]=2[CH:3]=1, predict the reactants needed to synthesize it. The reactants are: [Cl:1][C:2]1[N:7]=[CH:6][C:5]2[C@:8]3([C@H:34]([CH2:35][C:36]([CH3:39])([CH3:38])[CH3:37])[N:17]4[C@H:18]([CH3:33])[N:19]([C:22]5[CH:30]=[CH:29][C:25]([C:26]([NH2:28])=[O:27])=[CH:24][C:23]=5[O:31][CH3:32])[C:20](=[O:21])[C@H:16]4[C@@H:15]3[C:40]3[CH:45]=[CH:44][CH:43]=[C:42]([Cl:46])[C:41]=3[F:47])[C:9](=[O:14])[N:10](C(O)C)[C:4]=2[CH:3]=1.CCO.[OH-].[Na+]. (9) Given the product [C:1]([O:5][C:6]([NH:8][C@@H:9]([C@H:10]([CH2:34][CH:33]=[CH2:32])[C:11]([O:13][CH3:14])=[O:12])[C:15](=[O:21])[N:16]1[CH2:17][CH2:18][CH2:19][CH2:20]1)=[O:7])([CH3:4])([CH3:2])[CH3:3], predict the reactants needed to synthesize it. The reactants are: [C:1]([O:5][C:6]([NH:8][C@H:9]([C:15](=[O:21])[N:16]1[CH2:20][CH2:19][CH2:18][CH2:17]1)[CH2:10][C:11]([O:13][CH3:14])=[O:12])=[O:7])([CH3:4])([CH3:3])[CH3:2].C[Si](C)(C)[N-][Si](C)(C)C.[K+].[CH2:32](Br)[CH:33]=[CH2:34].